From a dataset of Full USPTO retrosynthesis dataset with 1.9M reactions from patents (1976-2016). Predict the reactants needed to synthesize the given product. Given the product [Cl:1][C:2]1[CH:3]=[C:4]([CH:14]=[CH:15][C:16]=1[Cl:17])[CH2:5][N:6]1[CH2:11][CH2:10][O:9][CH:8]([CH2:12][NH:13][C:19]([NH:18][C:21]2[C:30]3[C:25](=[CH:26][CH:27]=[CH:28][CH:29]=3)[CH:24]=[CH:23][CH:22]=2)=[O:20])[CH2:7]1, predict the reactants needed to synthesize it. The reactants are: [Cl:1][C:2]1[CH:3]=[C:4]([CH:14]=[CH:15][C:16]=1[Cl:17])[CH2:5][N:6]1[CH2:11][CH2:10][O:9][CH:8]([CH2:12][NH2:13])[CH2:7]1.[N:18]([C:21]1[C:30]2[C:25](=[CH:26][CH:27]=[CH:28][CH:29]=2)[CH:24]=[CH:23][CH:22]=1)=[C:19]=[O:20].